This data is from TCR-epitope binding with 47,182 pairs between 192 epitopes and 23,139 TCRs. The task is: Binary Classification. Given a T-cell receptor sequence (or CDR3 region) and an epitope sequence, predict whether binding occurs between them. (1) The epitope is LLSAGIFGA. The TCR CDR3 sequence is CASSQDQGYTEAFF. Result: 1 (the TCR binds to the epitope). (2) The epitope is TPINLVRDL. The TCR CDR3 sequence is CASSGGQVGNQPQHF. Result: 0 (the TCR does not bind to the epitope).